Dataset: Full USPTO retrosynthesis dataset with 1.9M reactions from patents (1976-2016). Task: Predict the reactants needed to synthesize the given product. (1) Given the product [C:1]([C:5]1[CH:6]=[CH:7][C:8]([CH2:9][O:10][C:11]2[CH:16]=[CH:15][CH:14]=[CH:13][C:12]=2/[CH:17]=[CH:18]/[CH:19]([CH2:20][C:21]2[CH:30]=[CH:29][C:24]([C:25]([OH:27])=[O:26])=[CH:23][CH:22]=2)[CH2:31][CH2:32][C:5]2[CH:42]=[CH:41][C:8]([C:9]([OH:10])=[O:43])=[CH:7][CH:6]=2)=[CH:41][CH:42]=1)([CH3:2])([CH3:3])[CH3:4], predict the reactants needed to synthesize it. The reactants are: [C:1]([C:5]1[CH:42]=[CH:41][C:8]([CH2:9][O:10][C:11]2[CH:16]=[CH:15][CH:14]=[CH:13][C:12]=2/[CH:17]=[CH:18]/[CH:19]([CH2:31][CH2:32]C2C=CC(C#N)=CC=2)[CH2:20][C:21]2[CH:30]=[CH:29][C:24]([C:25]([O:27]C)=[O:26])=[CH:23][CH:22]=2)=[CH:7][CH:6]=1)([CH3:4])([CH3:3])[CH3:2].[OH-:43].[K+].Cl. (2) Given the product [CH2:13]([O:15][C:16]([CH:18]1[CH2:23][CH2:22][N:21]([C:5]([NH:34][NH2:35])=[O:11])[CH2:20][CH2:19]1)=[O:17])[CH3:14], predict the reactants needed to synthesize it. The reactants are: ClC(Cl)(O[C:5](=[O:11])OC(Cl)(Cl)Cl)Cl.[CH2:13]([O:15][C:16]([CH:18]1[CH2:23][CH2:22][NH:21][CH2:20][CH2:19]1)=[O:17])[CH3:14].C(N(CC)C(C)C)(C)C.O.[NH2:34][NH2:35]. (3) Given the product [NH2:10][C:11]1[N:15]([C:16]2[CH:17]=[CH:18][C:19]([F:22])=[CH:20][CH:21]=2)[N:14]=[CH:13][C:12]=1[C:23]([NH:50][CH2:51][C:52]([CH2:58][N:59]([CH2:67][CH3:68])[CH2:60][C:61]1[CH:62]=[CH:63][CH:64]=[CH:65][CH:66]=1)([OH:57])[C:53]([F:56])([F:55])[F:54])=[O:25], predict the reactants needed to synthesize it. The reactants are: C(N(C(C)C)CC)(C)C.[NH2:10][C:11]1[N:15]([C:16]2[CH:21]=[CH:20][C:19]([F:22])=[CH:18][CH:17]=2)[N:14]=[CH:13][C:12]=1[C:23]([OH:25])=O.F[P-](F)(F)(F)(F)F.N1(OC(N(C)C)=[N+](C)C)C2N=CC=CC=2N=N1.[NH2:50][CH2:51][C:52]([CH2:58][N:59]([CH2:67][CH3:68])[CH2:60][C:61]1[CH:66]=[CH:65][CH:64]=[CH:63][CH:62]=1)([OH:57])[C:53]([F:56])([F:55])[F:54]. (4) Given the product [CH3:12][O:13][C:14]1[CH:19]=[CH:18][C:17]([C:2]2[CH:3]=[C:4]3[C:8](=[CH:9][CH:10]=2)[C:7](=[O:11])[CH2:6][CH2:5]3)=[CH:16][CH:15]=1, predict the reactants needed to synthesize it. The reactants are: Br[C:2]1[CH:3]=[C:4]2[C:8](=[CH:9][CH:10]=1)[C:7](=[O:11])[CH2:6][CH2:5]2.[CH3:12][O:13][C:14]1[CH:19]=[CH:18][C:17](B(O)O)=[CH:16][CH:15]=1.C([O-])([O-])=O.[K+].[K+].CCOC(C)=O. (5) Given the product [NH2:15][C:12]1[CH:13]=[CH:14][C:9]([OH:8])=[C:10]([F:19])[C:11]=1[F:18], predict the reactants needed to synthesize it. The reactants are: C([O:8][C:9]1[CH:14]=[CH:13][C:12]([N+:15]([O-])=O)=[C:11]([F:18])[C:10]=1[F:19])C1C=CC=CC=1.C(OC1C(F)=C(F)C=CC=1[N+]([O-])=O)C1C=CC=CC=1. (6) Given the product [Cl:17][C:18]1[CH:19]=[CH:20][C:21]([C:22]([C:24]2[CH:29]=[CH:28][C:27]([Cl:30])=[CH:26][CH:25]=2)=[C:2]2[CH:1]=[CH:5][CH:4]=[CH:3]2)=[CH:31][CH:32]=1, predict the reactants needed to synthesize it. The reactants are: [CH:1]1[CH2:5][CH:4]=[CH:3][CH:2]=1.CCCCCC.C([Li])CCC.[Cl:17][C:18]1[CH:32]=[CH:31][C:21]([C:22]([C:24]2[CH:29]=[CH:28][C:27]([Cl:30])=[CH:26][CH:25]=2)=O)=[CH:20][CH:19]=1. (7) Given the product [N:1]1[N:2]([C:6]2[CH:11]=[CH:10][CH:9]=[CH:8][C:7]=2[C:12]([N:14]2[C@H:15]([CH3:31])[CH2:16][CH2:17][C@@H:18]([O:20][C:21]3[N:22]=[CH:23][CH:24]=[C:25]([O:29][CH3:30])[C:26]=3[CH:27]=[O:35])[CH2:19]2)=[O:13])[N:3]=[CH:4][CH:5]=1, predict the reactants needed to synthesize it. The reactants are: [N:1]1[N:2]([C:6]2[CH:11]=[CH:10][CH:9]=[CH:8][C:7]=2[C:12]([N:14]2[CH2:19][C@H:18]([O:20][C:21]3[C:26]([CH:27]=C)=[C:25]([O:29][CH3:30])[CH:24]=[CH:23][N:22]=3)[CH2:17][CH2:16][C@H:15]2[CH3:31])=[O:13])[N:3]=[CH:4][CH:5]=1.C1C[O:35]CC1.I([O-])(=O)(=O)=O.[Na+].